The task is: Predict the reactants needed to synthesize the given product.. This data is from Full USPTO retrosynthesis dataset with 1.9M reactions from patents (1976-2016). (1) Given the product [NH2:21][C:16]1[CH:17]=[N:18][CH:19]=[CH:20][C:15]=1[C:13]1[CH:12]=[C:11]([CH3:32])[N:10]=[C:9]([N:8]([C:33]([O:35][C:36]([CH3:39])([CH3:38])[CH3:37])=[O:34])[C:1]([O:3][C:4]([CH3:6])([CH3:7])[CH3:5])=[O:2])[N:14]=1, predict the reactants needed to synthesize it. The reactants are: [C:1]([N:8]([C:33]([O:35][C:36]([CH3:39])([CH3:38])[CH3:37])=[O:34])[C:9]1[N:14]=[C:13]([C:15]2[CH:20]=[CH:19][N:18]=[CH:17][C:16]=2[NH:21]C(=O)OCC2C=CC=CC=2)[CH:12]=[C:11]([CH3:32])[N:10]=1)([O:3][C:4]([CH3:7])([CH3:6])[CH3:5])=[O:2]. (2) Given the product [CH:1]([N:4]([CH:8]([CH3:10])[CH3:9])[C:5]([N:25]1[C:26]([CH3:28])=[CH:27][C:23]([O:22][C:13]2[C:12]([Cl:11])=[CH:17][C:16]([C:18]([F:21])([F:20])[F:19])=[CH:15][N:14]=2)=[N:24]1)=[O:6])([CH3:3])[CH3:2], predict the reactants needed to synthesize it. The reactants are: [CH:1]([N:4]([CH:8]([CH3:10])[CH3:9])[C:5](Cl)=[O:6])([CH3:3])[CH3:2].[Cl:11][C:12]1[C:13]([O:22][C:23]2[CH:27]=[C:26]([CH3:28])[NH:25][N:24]=2)=[N:14][CH:15]=[C:16]([C:18]([F:21])([F:20])[F:19])[CH:17]=1.Cl. (3) Given the product [CH2:19]([C:10]1([CH3:21])[O:11][CH2:12][CH:13]([CH2:14][O:15][CH:16]([F:17])[F:18])[N:8]([CH2:1][C:2]2[CH:7]=[CH:6][CH:5]=[CH:4][CH:3]=2)[C:9]1=[O:20])[CH:31]=[CH2:32], predict the reactants needed to synthesize it. The reactants are: [CH2:1]([N:8]1[CH:13]([CH2:14][O:15][CH:16]([F:18])[F:17])[CH2:12][O:11][CH:10]([CH3:19])[C:9]1=[O:20])[C:2]1[CH:7]=[CH:6][CH:5]=[CH:4][CH:3]=1.[CH3:21][Si](C)(C)[N-][Si](C)(C)C.[Li+].[CH2:31](I)[CH:32]=C. (4) Given the product [OH:9][CH2:8][C:4]1[CH:3]=[C:2]([C:18]#[C:17][CH2:16][OH:15])[CH:7]=[CH:6][CH:5]=1, predict the reactants needed to synthesize it. The reactants are: I[C:2]1[CH:3]=[C:4]([CH2:8][OH:9])[CH:5]=[CH:6][CH:7]=1.C([Si](C)(C)[O:15][CH2:16][C:17]#[CH:18])(C)(C)C.C(N(CC)CC)C. (5) The reactants are: [C:1](O[C:1](=O)[C:2]1[CH:7]=[CH:6][CH:5]=[CH:4][CH:3]=1)(=O)[C:2]1[CH:7]=[CH:6][CH:5]=[CH:4][CH:3]=1.[NH2:18][CH2:19][CH2:20][C:21]1[C:25]2=[C:26]3[C:31](=[CH:32][CH:33]=[C:24]2[NH:23][CH:22]=1)[C:30](=[O:34])[N:29]([CH3:35])[CH:28]=[CH:27]3.C(N(CC)CC)C. Given the product [CH3:35][N:29]1[CH:28]=[CH:27][C:26]2[C:31](=[CH:32][CH:33]=[C:24]3[NH:23][CH:22]=[C:21]([CH2:20][CH2:19][NH:18][CH2:1][C:2]4[CH:7]=[CH:6][CH:5]=[CH:4][CH:3]=4)[C:25]3=2)[C:30]1=[O:34], predict the reactants needed to synthesize it. (6) Given the product [CH2:44]([S:41]([C:38]1[N:37]=[CH:36][C:35]([O:34][C:33]2[C:19]([N:14]3[CH2:15][C@H:16]([OH:18])[CH2:17][C@@H:13]3[C:11](=[O:12])[CH3:3])=[CH:20][C:21]3[NH:25][C:24]([C:26]4[CH:31]=[CH:30][CH:29]=[CH:28][N:27]=4)=[N:23][C:22]=3[CH:32]=2)=[CH:40][CH:39]=1)(=[O:42])=[O:43])[CH3:45], predict the reactants needed to synthesize it. The reactants are: C[Li].[CH2:3](OCC)C.CON(C)[C:11]([C@H:13]1[CH2:17][C@@H:16]([OH:18])[CH2:15][N:14]1[C:19]1[C:33]([O:34][C:35]2[CH:36]=[N:37][C:38]([S:41]([CH2:44][CH3:45])(=[O:43])=[O:42])=[CH:39][CH:40]=2)=[CH:32][C:22]2[N:23]=[C:24]([C:26]3[CH:31]=[CH:30][CH:29]=[CH:28][N:27]=3)[NH:25][C:21]=2[CH:20]=1)=[O:12].[Cl-].[NH4+]. (7) The reactants are: COC(C(C(OC)=O)C[CH2:7][C:8]([C:18]#[N:19])([C:12]1[CH:17]=[CH:16][CH:15]=[CH:14][CH:13]=1)[CH2:9]CC)=O.[CH3:24][C:25]([O-:28])(C)[CH3:26].[K+].[C:30]([OH:33])(=[O:32])C.[C:34]1(C)C=CC=CC=1. Given the product [CH3:34][O:33][C:30]([CH:24]1[CH2:9][C:8]([C:18]#[N:19])([C:12]2[CH:17]=[CH:16][CH:15]=[CH:14][CH:13]=2)[CH2:7][CH2:26][C:25]1=[O:28])=[O:32], predict the reactants needed to synthesize it.